From a dataset of Reaction yield outcomes from USPTO patents with 853,638 reactions. Predict the reaction yield, written as a fraction of the theoretical maximum amount of product (1.0 means a 100% yield; for example, 0.34 means a 34% yield). (1) The reactants are [CH:1]([C:3]1[CH:4]=[C:5]([CH:10]=[CH:11][C:12]=1OS(C(F)(F)F)(=O)=O)[C:6]([O:8][CH3:9])=[O:7])=[O:2].[F:21][C:22]1[CH:27]=[CH:26][C:25]([O:28][CH3:29])=[CH:24][C:23]=1B(O)O.[O-]P([O-])([O-])=O.[K+].[K+].[K+]. The catalyst is C1C=CC([P]([Pd]([P](C2C=CC=CC=2)(C2C=CC=CC=2)C2C=CC=CC=2)([P](C2C=CC=CC=2)(C2C=CC=CC=2)C2C=CC=CC=2)[P](C2C=CC=CC=2)(C2C=CC=CC=2)C2C=CC=CC=2)(C2C=CC=CC=2)C2C=CC=CC=2)=CC=1. The product is [CH3:9][O:8][C:6]([C:5]1[CH:10]=[CH:11][C:12]([C:23]2[CH:24]=[C:25]([O:28][CH3:29])[CH:26]=[CH:27][C:22]=2[F:21])=[C:3]([CH:1]=[O:2])[CH:4]=1)=[O:7]. The yield is 1.00. (2) The reactants are [CH:1]([N:4]1[C:8]([C:9]2[N:18]=[C:17]3[N:11]([CH2:12][CH2:13][O:14][C:15]4[CH:22]=[C:21](O)[N:20]=[CH:19][C:16]=43)[CH:10]=2)=[N:7][CH:6]=[N:5]1)([CH3:3])[CH3:2].[NH:24]1[CH2:31][CH2:30][CH2:29][C@H:25]1[C:26]([NH2:28])=[O:27].CO. The catalyst is C(Cl)Cl. The product is [CH:1]([N:4]1[C:8]([C:9]2[N:18]=[C:17]3[C:16]4[CH:19]=[N:20][C:21]([N:24]5[CH2:31][CH2:30][CH2:29][C@H:25]5[C:26]([NH2:28])=[O:27])=[CH:22][C:15]=4[O:14][CH2:13][CH2:12][N:11]3[CH:10]=2)=[N:7][CH:6]=[N:5]1)([CH3:2])[CH3:3]. The yield is 0.440. (3) The reactants are C(Cl)(=O)OC.C(N(CC)CC)C.[CH2:13]([C:15]1[C:20]([O:21]C(OC)=O)=[CH:19][C:18]([O:26]C(OC)=O)=[C:17]([C:31]2[CH:36]=[CH:35][CH:34]=[C:33]([OH:37])[CH:32]=2)[C:16]=1[CH2:38][CH2:39][O:40][CH2:41][CH2:42][O:43][CH3:44])[CH3:14].[BH4-].[Na+].N. The catalyst is CO.O1CCCC1.O. The product is [CH2:13]([C:15]1[C:20]([OH:21])=[CH:19][C:18]([OH:26])=[C:17]([C:31]2[CH:36]=[CH:35][CH:34]=[C:33]([OH:37])[CH:32]=2)[C:16]=1[CH2:38][CH2:39][O:40][CH2:41][CH2:42][O:43][CH3:44])[CH3:14]. The yield is 0.240. (4) The reactants are [C:1]([C@H:5]1[CH2:10][CH2:9][C@H:8]([O:11][C:12]2[CH:17]=[CH:16][C:15]([C:18]3[CH:23]=[CH:22][C:21]([CH:24]=O)=[CH:20][CH:19]=3)=[CH:14][CH:13]=2)[CH2:7][CH2:6]1)([CH3:4])([CH3:3])[CH3:2].[NH2:26][CH2:27][CH2:28][C:29]([OH:31])=[O:30].[BH-](OC(C)=O)(OC(C)=O)OC(C)=O.[Na+].CC(O)=O. The catalyst is CO. The product is [C:1]([C@H:5]1[CH2:6][CH2:7][C@H:8]([O:11][C:12]2[CH:13]=[CH:14][C:15]([C:18]3[CH:23]=[CH:22][C:21]([CH2:24][NH:26][CH2:27][CH2:28][C:29]([OH:31])=[O:30])=[CH:20][CH:19]=3)=[CH:16][CH:17]=2)[CH2:9][CH2:10]1)([CH3:4])([CH3:3])[CH3:2]. The yield is 0.380. (5) The reactants are [NH2:1][C@@H:2]([CH2:33][C:34]1[CH:39]=[CH:38][CH:37]=[CH:36][CH:35]=1)[C@@H:3]([OH:32])[CH2:4][C@@H:5]([NH:19][C:20]([C@@H:22]([NH:27][C:28](=[O:31])[O:29][CH3:30])[C:23]([CH3:26])([CH3:25])[CH3:24])=[O:21])[CH2:6][C:7]1[CH:12]=[CH:11][C:10]([C:13]2[CH:18]=[CH:17][CH:16]=[CH:15][N:14]=2)=[CH:9][CH:8]=1.[CH3:40][C:41]([CH3:63])([CH3:62])[C@H:42]([N:46]1[CH2:50][CH2:49][N:48]([CH2:51][C:52]2[CH:57]=[CH:56][C:55]([N+:58]([O-:60])=[O:59])=[CH:54][CH:53]=2)[C:47]1=[O:61])[C:43](O)=[O:44].CCOP(ON1N=NC2C=CC=CC=2C1=O)(OCC)=O.C(N(CC)C(C)C)(C)C. The catalyst is C1COCC1. The product is [CH3:40][C:41]([CH3:63])([CH3:62])[C@H:42]([N:46]1[CH2:50][CH2:49][N:48]([CH2:51][C:52]2[CH:57]=[CH:56][C:55]([N+:58]([O-:60])=[O:59])=[CH:54][CH:53]=2)[C:47]1=[O:61])[C:43]([NH:1][C@@H:2]([CH2:33][C:34]1[CH:35]=[CH:36][CH:37]=[CH:38][CH:39]=1)[C@@H:3]([OH:32])[CH2:4][C@@H:5]([NH:19][C:20]([C@@H:22]([NH:27][C:28](=[O:31])[O:29][CH3:30])[C:23]([CH3:26])([CH3:25])[CH3:24])=[O:21])[CH2:6][C:7]1[CH:12]=[CH:11][C:10]([C:13]2[CH:18]=[CH:17][CH:16]=[CH:15][N:14]=2)=[CH:9][CH:8]=1)=[O:44]. The yield is 0.560.